This data is from Peptide-MHC class I binding affinity with 185,985 pairs from IEDB/IMGT. The task is: Regression. Given a peptide amino acid sequence and an MHC pseudo amino acid sequence, predict their binding affinity value. This is MHC class I binding data. (1) The peptide sequence is DLYDMIHNV. The binding affinity (normalized) is 0.936. The MHC is HLA-A69:01 with pseudo-sequence HLA-A69:01. (2) The peptide sequence is KNATWCLEV. The MHC is HLA-A02:03 with pseudo-sequence HLA-A02:03. The binding affinity (normalized) is 0.181. (3) The peptide sequence is AYIDNYNKV. The MHC is HLA-B53:01 with pseudo-sequence HLA-B53:01. The binding affinity (normalized) is 0.